From a dataset of Full USPTO retrosynthesis dataset with 1.9M reactions from patents (1976-2016). Predict the reactants needed to synthesize the given product. (1) Given the product [Cl:14][C:15]1[CH:23]=[CH:22][C:18]([CH2:19][NH:13][CH2:5][C:2]([OH:4])=[O:3])=[CH:17][CH:16]=1, predict the reactants needed to synthesize it. The reactants are: Cl.[C:2]([CH2:5]O[NH2:13])([OH:4])=[O:3].[C:2]([CH2:5]O[NH2:13])([OH:4])=[O:3].[Cl:14][C:15]1[CH:23]=[CH:22][C:18]([C:19](Cl)=O)=[CH:17][CH:16]=1. (2) Given the product [CH3:28][C:27]1[C:26]([B:9]2[O:10][C:11]([CH3:16])([CH3:17])[C:12]([CH3:14])([CH3:15])[O:13]2)=[CH:25][CH:30]=[CH:29][C:20]=1[CH:19]=[O:22], predict the reactants needed to synthesize it. The reactants are: [CH3:16][C:11]1([CH3:17])[C:12]([CH3:15])([CH3:14])[O:13][B:9]([B:9]2[O:13][C:12]([CH3:15])([CH3:14])[C:11]([CH3:17])([CH3:16])[O:10]2)[O:10]1.[C:19]([O-:22])(=O)[CH3:20].[K+].Br[C:25]1[CH:30]=[CH:29][CH:28]=[CH:27][C:26]=1S(N)(=O)=O. (3) Given the product [CH:1]1([NH:5][C:6]2[C:7]3[CH:31]=[CH:30][NH:29][C:8]=3[N:9]=[C:10]([NH:12][C:13]3[CH:18]=[CH:17][C:16]([N:35]([CH3:36])[C:34](=[O:44])[O:33][CH3:32])=[CH:15][CH:14]=3)[N:11]=2)[CH2:4][CH2:3][CH2:2]1, predict the reactants needed to synthesize it. The reactants are: [CH:1]1([NH:5][C:6]2[C:7]3[CH:31]=[CH:30][NH:29][C:8]=3[N:9]=[C:10]([NH:12][C:13]3[CH:18]=[CH:17][C:16](S(N4CCC(O)CC4)(=O)=O)=[CH:15][CH:14]=3)[N:11]=2)[CH2:4][CH2:3][CH2:2]1.[CH3:32][O:33][C:34](=[O:44])[N:35](C1C=CC(N)=CC=1)[CH3:36]. (4) Given the product [F:25][C:22]1[CH:23]=[CH:24][C:19]2[O:18][CH2:17][C:10]3([C:11]4[C:16](=[CH:15][CH:14]=[CH:13][CH:12]=4)[NH:8][C:9]3=[O:26])[C:20]=2[CH:21]=1, predict the reactants needed to synthesize it. The reactants are: C1(C(C2C=CC=CC=2)[N:8]2[C:16]3[C:11](=[CH:12][CH:13]=[CH:14][CH:15]=3)[C:10]3([C:20]4[CH:21]=[C:22]([F:25])[CH:23]=[CH:24][C:19]=4[O:18][CH2:17]3)[C:9]2=[O:26])C=CC=CC=1.C1(C(C2C=CC=CC=2)N2C3C(=CC=CC=3)C3(C4C=C(C)C(OC)=CC=4OC3)C2=O)C=CC=CC=1. (5) Given the product [CH3:8][O:9][C:10]([CH3:16])([O:12][CH2:13][C:5]#[C:3][CH2:2][CH3:1])[CH3:11], predict the reactants needed to synthesize it. The reactants are: [CH2:1]=[CH:2][C:3](=[CH2:5])C.[Li]N.[CH3:8][O:9][C:10]([CH3:16])([O:12][CH2:13]C#C)[CH3:11].C(I)C. (6) Given the product [NH2:10][CH:9]([CH2:14][C:15]1[CH:20]=[CH:19][C:18]([O:21][C:22]2[CH:27]=[CH:26][CH:25]=[CH:24][CH:23]=2)=[CH:17][CH:16]=1)[CH:8]([C:5]1[CH:4]=[CH:3][C:2]([F:1])=[CH:7][CH:6]=1)[OH:12], predict the reactants needed to synthesize it. The reactants are: [F:1][C:2]1[CH:7]=[CH:6][C:5]([CH:8]2[O:12]C(=O)[NH:10][CH:9]2[CH2:14][C:15]2[CH:20]=[CH:19][C:18]([O:21][C:22]3[CH:27]=[CH:26][CH:25]=[CH:24][CH:23]=3)=[CH:17][CH:16]=2)=[CH:4][CH:3]=1.[OH-].[Na+].